This data is from Forward reaction prediction with 1.9M reactions from USPTO patents (1976-2016). The task is: Predict the product of the given reaction. (1) Given the reactants [C:1]([N:5]1[CH:9]=[C:8]([NH:10][C:11]2[N:16]=[CH:15][N:14]=[C:13]([C:17]3[CH:18]=[CH:19][C:20]([O:25][C@H:26]4[CH2:31][CH2:30][NH:29][CH2:28][C@H:27]4[F:32])=[C:21]([CH:24]=3)[C:22]#[N:23])[N:12]=2)[CH:7]=[N:6]1)([CH3:4])([CH3:3])[CH3:2].[OH:33][C@@H:34]([CH2:38][OH:39])[C:35](O)=[O:36], predict the reaction product. The product is: [C:1]([N:5]1[CH:9]=[C:8]([NH:10][C:11]2[N:16]=[CH:15][N:14]=[C:13]([C:17]3[CH:18]=[CH:19][C:20]([O:25][C@H:26]4[CH2:31][CH2:30][N:29]([C:35](=[O:36])[C@@H:34]([OH:33])[CH2:38][OH:39])[CH2:28][C@H:27]4[F:32])=[C:21]([CH:24]=3)[C:22]#[N:23])[N:12]=2)[CH:7]=[N:6]1)([CH3:4])([CH3:2])[CH3:3]. (2) Given the reactants C(OC(=O)[NH:7][C:8]1[CH:13]=[C:12]([C:14]([F:17])([F:16])[F:15])[C:11]([CH3:18])=[CH:10][C:9]=1[NH:19][C:20](=[O:37])[CH2:21][C:22]([C:24]1[CH:29]=[CH:28][CH:27]=[C:26]([C:30]2[CH:35]=[CH:34][N:33]=[C:32]([CH3:36])[CH:31]=2)[CH:25]=1)=O)(C)(C)C.C(O)(C(F)(F)F)=O, predict the reaction product. The product is: [CH3:18][C:11]1[C:12]([C:14]([F:17])([F:16])[F:15])=[CH:13][C:8]2[N:7]=[C:22]([C:24]3[CH:29]=[CH:28][CH:27]=[C:26]([C:30]4[CH:35]=[CH:34][N:33]=[C:32]([CH3:36])[CH:31]=4)[CH:25]=3)[CH2:21][C:20](=[O:37])[NH:19][C:9]=2[CH:10]=1. (3) Given the reactants C1(P(C2C=CC=CC=2)C2C=CC=CC=2)C=CC=CC=1.Br[C:21]1[N:26]=[C:25]([N:27]([CH2:37][C:38]2[CH:43]=[CH:42][C:41]([O:44][CH3:45])=[CH:40][CH:39]=2)[CH2:28][C:29]2[CH:34]=[CH:33][C:32]([O:35][CH3:36])=[CH:31][CH:30]=2)[CH:24]=[CH:23][CH:22]=1.[CH3:46][N:47](C=O)C, predict the reaction product. The product is: [CH3:36][O:35][C:32]1[CH:33]=[CH:34][C:29]([CH2:28][N:27]([CH2:37][C:38]2[CH:43]=[CH:42][C:41]([O:44][CH3:45])=[CH:40][CH:39]=2)[C:25]2[N:26]=[C:21]([C:46]#[N:47])[CH:22]=[CH:23][CH:24]=2)=[CH:30][CH:31]=1. (4) Given the reactants [I-].[CH3:2][S+](C)(C)=O.[H-].[Na+].[Cl:9][C:10]1[N:15]=[CH:14][N:13]=[C:12]([N:16]2[CH2:21][CH2:20][C:19](=[O:22])[CH2:18][CH2:17]2)[CH:11]=1, predict the reaction product. The product is: [Cl:9][C:10]1[N:15]=[CH:14][N:13]=[C:12]([N:16]2[CH2:17][CH2:18][C:19]3([O:22][CH2:2]3)[CH2:20][CH2:21]2)[CH:11]=1.